Dataset: Forward reaction prediction with 1.9M reactions from USPTO patents (1976-2016). Task: Predict the product of the given reaction. Given the reactants C([N:4]1[C:46]2[C:41](=[CH:42][CH:43]=[C:44]([Cl:47])[CH:45]=2)[C:6]2([CH:11]([C:12]3[CH:17]=[C:16]([Cl:18])[CH:15]=[CH:14][C:13]=3[O:19][C:20]([CH2:30][CH3:31])([CH2:28][CH3:29])[C:21]([NH:23][S:24]([CH3:27])(=[O:26])=[O:25])=[O:22])[CH2:10][C:9](=[S:32])[NH:8][CH:7]2[C:33]2[CH:38]=[C:37]([F:39])[CH:36]=[CH:35][C:34]=2[CH3:40])[C:5]1=[O:48])(=O)C.C([O-])([O-])=O.[K+].[K+], predict the reaction product. The product is: [Cl:47][C:44]1[CH:45]=[C:46]2[NH:4][C:5](=[O:48])[C:6]3([CH:11]([C:12]4[CH:17]=[C:16]([Cl:18])[CH:15]=[CH:14][C:13]=4[O:19][C:20]([CH2:30][CH3:31])([CH2:28][CH3:29])[C:21]([NH:23][S:24]([CH3:27])(=[O:25])=[O:26])=[O:22])[CH2:10][C:9](=[S:32])[NH:8][CH:7]3[C:33]3[CH:38]=[C:37]([F:39])[CH:36]=[CH:35][C:34]=3[CH3:40])[C:41]2=[CH:42][CH:43]=1.